From a dataset of Catalyst prediction with 721,799 reactions and 888 catalyst types from USPTO. Predict which catalyst facilitates the given reaction. (1) Reactant: [CH2:1]([S:8][C:9]1[CH:17]=[CH:16][CH:15]=[C:14]2[C:10]=1[CH:11]=[CH:12][NH:13]2)[C:2]1[CH:7]=[CH:6][CH:5]=[CH:4][CH:3]=1.[H-].[Na+].Cl[C:21]1[N:26]=[C:25]([Cl:27])[CH:24]=[CH:23][N:22]=1.O. Product: [CH2:1]([S:8][C:9]1[CH:17]=[CH:16][CH:15]=[C:14]2[C:10]=1[CH:11]=[CH:12][N:13]2[C:21]1[N:26]=[C:25]([Cl:27])[CH:24]=[CH:23][N:22]=1)[C:2]1[CH:3]=[CH:4][CH:5]=[CH:6][CH:7]=1. The catalyst class is: 3. (2) Reactant: I.[N:2]([C:5]1[C:10]([C:11]([O:13][CH3:14])=[O:12])=[C:9]([C:15]([F:18])([F:17])[F:16])[N:8]=[CH:7][CH:6]=1)=[N+]=[N-]. Product: [NH2:2][C:5]1[C:10]([C:11]([O:13][CH3:14])=[O:12])=[C:9]([C:15]([F:18])([F:16])[F:17])[N:8]=[CH:7][CH:6]=1. The catalyst class is: 4. (3) Reactant: [Br:1][C:2]1[C:3]([CH3:12])=[N:4][NH:5][C:6]=1[C:7]([O:9][CH2:10][CH3:11])=[O:8].C([O-])([O-])=O.[Cs+].[Cs+].[CH3:19][N:20]([CH:22]=O)C. Product: [Br:1][C:2]1[C:3]([CH3:12])=[N:4][N:5]([CH2:6][C:2]2[CH:3]=[N:4][N:20]([CH3:19])[CH:22]=2)[C:6]=1[C:7]([O:9][CH2:10][CH3:11])=[O:8]. The catalyst class is: 6. (4) Reactant: S(Cl)(Cl)=O.[C:5]([O:9][C:10]([NH:12][CH:13]1[CH2:18][CH2:17][N:16]([S:19]([C:22]2[CH:30]=[CH:29][C:25]([C:26]([OH:28])=O)=[C:24]([F:31])[CH:23]=2)(=[O:21])=[O:20])[CH2:15][CH2:14]1)=[O:11])([CH3:8])([CH3:7])[CH3:6].N1C=CC=CC=1.[CH2:38]([NH2:46])[CH2:39][C:40]1[CH:45]=[CH:44][CH:43]=[CH:42][CH:41]=1. The catalyst class is: 2. Product: [C:5]([O:9][C:10](=[O:11])[NH:12][CH:13]1[CH2:14][CH2:15][N:16]([S:19]([C:22]2[CH:30]=[CH:29][C:25]([C:26](=[O:28])[NH:46][CH2:38][CH2:39][C:40]3[CH:45]=[CH:44][CH:43]=[CH:42][CH:41]=3)=[C:24]([F:31])[CH:23]=2)(=[O:20])=[O:21])[CH2:17][CH2:18]1)([CH3:7])([CH3:8])[CH3:6].